Dataset: Full USPTO retrosynthesis dataset with 1.9M reactions from patents (1976-2016). Task: Predict the reactants needed to synthesize the given product. (1) Given the product [CH3:1][S:2]([NH:5][C:6]1[CH:11]=[CH:10][CH:9]=[CH:8][C:7]=1[N:12]1[CH2:17][CH2:16][NH:15][CH2:14][CH2:13]1)(=[O:3])=[O:4], predict the reactants needed to synthesize it. The reactants are: [CH3:1][S:2]([NH:5][C:6]1[CH:11]=[CH:10][CH:9]=[CH:8][C:7]=1[N:12]1[CH2:17][CH2:16][N:15](CC2C=CC=CC=2)[CH2:14][CH2:13]1)(=[O:4])=[O:3].CO.Cl. (2) Given the product [I:8][C:7]1[C:2]([O:22][C:19]2[CH:18]=[CH:17][C:16]([NH:15][C:10]3[CH:11]=[CH:12][CH:13]=[CH:14][N:9]=3)=[CH:21][CH:20]=2)=[N:3][CH:4]=[CH:5][CH:6]=1, predict the reactants needed to synthesize it. The reactants are: Cl[C:2]1[C:7]([I:8])=[CH:6][CH:5]=[CH:4][N:3]=1.[N:9]1[CH:14]=[CH:13][CH:12]=[CH:11][C:10]=1[NH:15][C:16]1[CH:21]=[CH:20][C:19]([OH:22])=[CH:18][CH:17]=1.C(=O)([O-])[O-].[Cs+].[Cs+].O. (3) Given the product [CH2:1]([C@H:3]1[NH:8][CH2:7][CH2:6][N:5]([S:9]([NH2:12])(=[O:11])=[O:10])[CH2:4]1)[CH3:2], predict the reactants needed to synthesize it. The reactants are: [CH2:1]([C@H:3]1[NH:8][CH2:7][CH2:6][NH:5][CH2:4]1)[CH3:2].[S:9](N)([NH2:12])(=[O:11])=[O:10]. (4) Given the product [Cl:65][C:66]1[CH:67]=[C:68]([NH:69][C:28]([CH:9]2[CH:8]([C:4]3[CH:5]=[CH:6][CH:7]=[C:2]([Cl:1])[C:3]=3[F:31])[C:12]([C:15]3[CH:20]=[CH:19][C:18]([Cl:21])=[CH:17][C:16]=3[F:22])([C:13]#[N:14])[CH:11]([CH2:23][C:24]([CH3:27])([CH3:25])[CH3:26])[NH:10]2)=[O:30])[CH:70]=[CH:71][C:72]=1[C:73]1[NH:77][N:76]=[N:75][N:74]=1, predict the reactants needed to synthesize it. The reactants are: [Cl:1][C:2]1[C:3]([F:31])=[C:4]([CH:8]2[C:12]([C:15]3[CH:20]=[CH:19][C:18]([Cl:21])=[CH:17][C:16]=3[F:22])([C:13]#[N:14])[CH:11]([CH2:23][C:24]([CH3:27])([CH3:26])[CH3:25])[NH:10][CH:9]2[C:28]([OH:30])=O)[CH:5]=[CH:6][CH:7]=1.CN(C(ON1N=NC2C=CC=NC1=2)=[N+](C)C)C.F[P-](F)(F)(F)(F)F.CCN(C(C)C)C(C)C.[Cl:65][C:66]1[CH:67]=[C:68]([CH:70]=[CH:71][C:72]=1[C:73]1[NH:77][N:76]=[N:75][N:74]=1)[NH2:69]. (5) Given the product [C:42]([O:38][CH2:37][C:36]([O:35][C@@H:13]([C:3]1[C:4]([CH3:12])=[CH:5][C:6]2[C:11](=[CH:10][CH:9]=[CH:8][CH:7]=2)[C:2]=1[Cl:1])[CH2:14][O:15][C:16]([C:17]1[CH:22]=[CH:21][CH:20]=[CH:19][CH:18]=1)([C:23]1[CH:24]=[CH:25][CH:26]=[CH:27][CH:28]=1)[C:29]1[CH:30]=[CH:31][CH:32]=[CH:33][CH:34]=1)([CH3:40])[CH3:39])(=[O:43])[CH3:41], predict the reactants needed to synthesize it. The reactants are: [Cl:1][C:2]1[C:11]2[C:6](=[CH:7][CH:8]=[CH:9][CH:10]=2)[CH:5]=[C:4]([CH3:12])[C:3]=1[C@H:13]([O:35][C:36]([CH3:40])([CH3:39])[CH2:37][OH:38])[CH2:14][O:15][C:16]([C:29]1[CH:34]=[CH:33][CH:32]=[CH:31][CH:30]=1)([C:23]1[CH:28]=[CH:27][CH:26]=[CH:25][CH:24]=1)[C:17]1[CH:22]=[CH:21][CH:20]=[CH:19][CH:18]=1.[CH3:41][C:42](OC(C)=O)=[O:43].N1C=CC=CC=1.C([O-])(O)=O.[Na+]. (6) Given the product [N:1]([C@@H:4]([C@@H:8]([C:17]1[CH:18]=[CH:19][C:20]([Cl:23])=[CH:21][CH:22]=1)[C:9]1[CH:10]=[C:11]([F:16])[CH:12]=[C:13]([F:15])[CH:14]=1)[C:5]([NH:24][C:25]1[CH:26]=[N:27][CH:28]=[C:29]([F:56])[C:30]=1[CH2:31][CH2:32][C@H:33]1[O:38][CH2:37][C@@H:36]([CH2:39][O:40][C:41](=[O:42])[NH:43][CH2:44][C:45]([F:48])([F:46])[F:47])[N:35]([C:49]([O:51][C:52]([CH3:54])([CH3:53])[CH3:55])=[O:50])[CH2:34]1)=[O:7])=[N+:2]=[N-:3], predict the reactants needed to synthesize it. The reactants are: [N:1]([C@@H:4]([C@@H:8]([C:17]1[CH:22]=[CH:21][C:20]([Cl:23])=[CH:19][CH:18]=1)[C:9]1[CH:14]=[C:13]([F:15])[CH:12]=[C:11]([F:16])[CH:10]=1)[C:5]([OH:7])=O)=[N+:2]=[N-:3].[NH2:24][C:25]1[CH:26]=[N:27][CH:28]=[C:29]([F:56])[C:30]=1[CH2:31][CH2:32][C@H:33]1[O:38][CH2:37][C@H:36]([CH2:39][O:40][C:41]([NH:43][CH2:44][C:45]([F:48])([F:47])[F:46])=[O:42])[N:35]([C:49]([O:51][C:52]([CH3:55])([CH3:54])[CH3:53])=[O:50])[CH2:34]1.O=P(Cl)(Cl)Cl. (7) Given the product [C:11]1([C:15]2[CH:16]=[CH:17][CH:18]=[CH:19][CH:20]=2)[CH:12]=[CH:13][CH:14]=[C:9]([N:8]2[C:28](=[O:29])[C:27]([CH2:26][CH2:22][C:23]([OH:25])=[O:24])=[N:1][C:2]3[CH:7]=[CH:6][CH:5]=[N:4][C:3]2=3)[CH:10]=1, predict the reactants needed to synthesize it. The reactants are: [NH2:1][C:2]1[C:3]([NH:8][C:9]2[CH:10]=[C:11]([C:15]3[CH:20]=[CH:19][CH:18]=[CH:17][CH:16]=3)[CH:12]=[CH:13][CH:14]=2)=[N:4][CH:5]=[CH:6][CH:7]=1.O=[C:22]([CH2:26][CH2:27][C:28](O)=[O:29])[C:23]([OH:25])=[O:24]. (8) Given the product [CH3:11][S:8]([C:5]1[CH:6]=[CH:7][C:2]([N:31]2[CH2:36][CH2:35][O:34][CH2:33][CH2:32]2)=[C:3]([C:12]([N:14]2[CH2:19][CH2:18][N:17]([C:20]3[CH:25]=[CH:24][C:23]([C:26]([F:29])([F:28])[F:27])=[CH:22][CH:21]=3)[CH:16]([CH3:30])[CH2:15]2)=[O:13])[CH:4]=1)(=[O:10])=[O:9], predict the reactants needed to synthesize it. The reactants are: I[C:2]1[CH:7]=[CH:6][C:5]([S:8]([CH3:11])(=[O:10])=[O:9])=[CH:4][C:3]=1[C:12]([N:14]1[CH2:19][CH2:18][N:17]([C:20]2[CH:25]=[CH:24][C:23]([C:26]([F:29])([F:28])[F:27])=[CH:22][CH:21]=2)[CH:16]([CH3:30])[CH2:15]1)=[O:13].[NH:31]1[CH2:36][CH2:35][O:34][CH2:33][CH2:32]1.